From a dataset of Full USPTO retrosynthesis dataset with 1.9M reactions from patents (1976-2016). Predict the reactants needed to synthesize the given product. (1) Given the product [C:17]([O:20][C:21](=[O:22])[N:4]([CH2:1][CH:2]=[CH2:3])[CH:5]([C:9]1[CH:10]=[CH:11][C:12]([Br:15])=[CH:13][CH:14]=1)[CH2:6][CH:7]=[CH2:8])([CH3:19])([CH3:18])[CH3:16], predict the reactants needed to synthesize it. The reactants are: [CH2:1]([NH:4][CH:5]([C:9]1[CH:14]=[CH:13][C:12]([Br:15])=[CH:11][CH:10]=1)[CH2:6][CH:7]=[CH2:8])[CH:2]=[CH2:3].[CH3:16][C:17]([O:20][C:21](O[C:21]([O:20][C:17]([CH3:19])([CH3:18])[CH3:16])=[O:22])=[O:22])([CH3:19])[CH3:18]. (2) The reactants are: Br[C:2]1[CH:3]=[C:4]2[C:8](=[C:9]([Cl:11])[CH:10]=1)[C:7](=[O:12])[N:6]([CH2:13][C:14]1[CH:19]=[CH:18][C:17]([O:20][C:21]([F:24])([F:23])[F:22])=[CH:16][CH:15]=1)[CH2:5]2.[C-]#N.[Na+].[C:28](#[N:30])C. Given the product [Cl:11][C:9]1[CH:10]=[C:2]([C:28]#[N:30])[CH:3]=[C:4]2[C:8]=1[C:7](=[O:12])[N:6]([CH2:13][C:14]1[CH:19]=[CH:18][C:17]([O:20][C:21]([F:24])([F:23])[F:22])=[CH:16][CH:15]=1)[CH2:5]2, predict the reactants needed to synthesize it. (3) Given the product [Cl:1][C:2]1[CH:3]=[CH:4][C:5]([N:39]2[CH:43]=[N:42][N:41]=[N:40]2)=[C:6]([C:8]2[CH:13]=[CH:12][N:11]([CH:14]([C:15]3[NH:17][C:18]4[CH:30]=[CH:29][C:21]([C:22]([O:24][C:25]([CH3:27])([CH3:26])[CH3:28])=[O:23])=[CH:20][C:19]=4[N:44]=3)[CH2:31][C:32]3[CH:37]=[CH:36][CH:35]=[CH:34][CH:33]=3)[C:10](=[O:38])[CH:9]=2)[CH:7]=1, predict the reactants needed to synthesize it. The reactants are: [Cl:1][C:2]1[CH:3]=[CH:4][C:5]([N:39]2[CH:43]=[N:42][N:41]=[N:40]2)=[C:6]([C:8]2[CH:13]=[CH:12][N:11]([CH:14]([CH2:31][C:32]3[CH:37]=[CH:36][CH:35]=[CH:34][CH:33]=3)[C:15]([NH:17][C:18]3[CH:30]=[CH:29][C:21]([C:22]([O:24][C:25]([CH3:28])([CH3:27])[CH3:26])=[O:23])=[CH:20][CH:19]=3)=O)[C:10](=[O:38])[CH:9]=2)[CH:7]=1.[NH2:44]C1C=CC(Cl)=CC=1C1C=CN(C(CC2C=CC=CC=2)C(NC2C=CC(C(OC(C)(C)C)=O)=CC=2)=O)C(=O)C=1. (4) Given the product [F:26][C:4]1[CH:5]=[C:6]([O:7][CH2:8][CH2:9][CH2:10][CH:11]2[CH2:16][CH2:15][NH:14][CH2:13][CH2:12]2)[CH:24]=[CH:25][C:3]=1[C:1]#[N:2], predict the reactants needed to synthesize it. The reactants are: [C:1]([C:3]1[CH:25]=[CH:24][C:6]([O:7][CH2:8][CH2:9][CH2:10][CH:11]2[CH2:16][CH2:15][N:14](C(OC(C)(C)C)=O)[CH2:13][CH2:12]2)=[CH:5][C:4]=1[F:26])#[N:2].FC(F)(F)C(O)=O. (5) Given the product [F:33][C:32]([F:34])([F:35])[C:27]1[CH:28]=[CH:29][CH:30]=[CH:31][C:26]=1[CH2:25][O:1][C:2]1[CH:3]=[C:4]2[C:8](=[CH:9][CH:10]=1)[CH:7]([NH:11][S:12]([CH:15]([CH3:17])[CH3:16])(=[O:14])=[O:13])[CH2:6][CH2:5]2, predict the reactants needed to synthesize it. The reactants are: [OH:1][C:2]1[CH:3]=[C:4]2[C:8](=[CH:9][CH:10]=1)[CH:7]([NH:11][S:12]([CH:15]([CH3:17])[CH3:16])(=[O:14])=[O:13])[CH2:6][CH2:5]2.C(=O)([O-])[O-].[K+].[K+].Br[CH2:25][C:26]1[CH:31]=[CH:30][CH:29]=[CH:28][C:27]=1[C:32]([F:35])([F:34])[F:33]. (6) Given the product [N:4]1[CH:5]=[CH:6][CH:7]=[C:2]([C:1]2[CH:20]=[C:19]([CH2:18][NH:21][C:22](=[O:28])[O:23][C:24]([CH3:26])([CH3:25])[CH3:27])[O:9][N:8]=2)[CH:3]=1, predict the reactants needed to synthesize it. The reactants are: [CH:1](=[N:8][OH:9])[C:2]1[CH:7]=[CH:6][CH:5]=[N:4][CH:3]=1.ClN1C(=O)CCC1=O.[CH2:18]([NH:21][C:22](=[O:28])[O:23][C:24]([CH3:27])([CH3:26])[CH3:25])[C:19]#[CH:20].C(N(CC)CC)C. (7) Given the product [CH2:20]([CH:17]1[CH2:16][CH2:15][N:14]([CH2:13][C:12]#[C:11][CH2:10][OH:9])[CH2:19][CH2:18]1)[C:21]1[CH:26]=[CH:25][CH:24]=[CH:23][CH:22]=1, predict the reactants needed to synthesize it. The reactants are: C([O:9][CH2:10][C:11]#[C:12][CH2:13][N:14]1[CH2:19][CH2:18][CH:17]([CH2:20][C:21]2[CH:26]=[CH:25][CH:24]=[CH:23][CH:22]=2)[CH2:16][CH2:15]1)(=O)C1C=CC=CC=1.